Dataset: Retrosynthesis with 50K atom-mapped reactions and 10 reaction types from USPTO. Task: Predict the reactants needed to synthesize the given product. (1) The reactants are: COc1cc2nc(N3CCC(Nc4ccc(C(=O)OC(C)(C)C)cc4)CC3)nc(Nc3ccc(C)cc3)c2cc1OC. Given the product COc1cc2nc(N3CCC(Nc4ccc(C(=O)O)cc4)CC3)nc(Nc3ccc(C)cc3)c2cc1OC, predict the reactants needed to synthesize it. (2) The reactants are: C=C[C@H]1CNCC[C@H]1CCC(=O)c1ccnc2ccc(OC)cc12.CC(C)(C)OC(=O)OC(=O)OC(C)(C)C. Given the product C=C[C@H]1CN(C(=O)OC(C)(C)C)CC[C@H]1CCC(=O)c1ccnc2ccc(OC)cc12, predict the reactants needed to synthesize it.